Task: Regression. Given two drug SMILES strings and cell line genomic features, predict the synergy score measuring deviation from expected non-interaction effect.. Dataset: NCI-60 drug combinations with 297,098 pairs across 59 cell lines (1) Drug 1: CC1OCC2C(O1)C(C(C(O2)OC3C4COC(=O)C4C(C5=CC6=C(C=C35)OCO6)C7=CC(=C(C(=C7)OC)O)OC)O)O. Drug 2: C1=CC(=CC=C1C#N)C(C2=CC=C(C=C2)C#N)N3C=NC=N3. Cell line: HCT-15. Synergy scores: CSS=34.8, Synergy_ZIP=-0.740, Synergy_Bliss=-0.806, Synergy_Loewe=-14.7, Synergy_HSA=-1.32. (2) Drug 1: CCC1(CC2CC(C3=C(CCN(C2)C1)C4=CC=CC=C4N3)(C5=C(C=C6C(=C5)C78CCN9C7C(C=CC9)(C(C(C8N6C=O)(C(=O)OC)O)OC(=O)C)CC)OC)C(=O)OC)O.OS(=O)(=O)O. Drug 2: B(C(CC(C)C)NC(=O)C(CC1=CC=CC=C1)NC(=O)C2=NC=CN=C2)(O)O. Cell line: MDA-MB-435. Synergy scores: CSS=77.0, Synergy_ZIP=0.524, Synergy_Bliss=1.33, Synergy_Loewe=0.709, Synergy_HSA=1.04. (3) Drug 1: CC1=C(N=C(N=C1N)C(CC(=O)N)NCC(C(=O)N)N)C(=O)NC(C(C2=CN=CN2)OC3C(C(C(C(O3)CO)O)O)OC4C(C(C(C(O4)CO)O)OC(=O)N)O)C(=O)NC(C)C(C(C)C(=O)NC(C(C)O)C(=O)NCCC5=NC(=CS5)C6=NC(=CS6)C(=O)NCCC[S+](C)C)O. Drug 2: COCCOC1=C(C=C2C(=C1)C(=NC=N2)NC3=CC=CC(=C3)C#C)OCCOC.Cl. Cell line: NCI-H322M. Synergy scores: CSS=26.6, Synergy_ZIP=1.65, Synergy_Bliss=-0.0640, Synergy_Loewe=-6.73, Synergy_HSA=0.786. (4) Drug 1: CC1=C(C=C(C=C1)NC2=NC=CC(=N2)N(C)C3=CC4=NN(C(=C4C=C3)C)C)S(=O)(=O)N.Cl. Drug 2: CNC(=O)C1=CC=CC=C1SC2=CC3=C(C=C2)C(=NN3)C=CC4=CC=CC=N4. Cell line: TK-10. Synergy scores: CSS=11.1, Synergy_ZIP=2.95, Synergy_Bliss=7.93, Synergy_Loewe=5.10, Synergy_HSA=6.97.